This data is from Full USPTO retrosynthesis dataset with 1.9M reactions from patents (1976-2016). The task is: Predict the reactants needed to synthesize the given product. (1) The reactants are: [OH:1][CH2:2][C:3]([CH3:9])([CH3:8])[C:4]([O:6][CH3:7])=[O:5].CC(OI1(OC(C)=O)(OC(C)=O)OC(=O)C2C=CC=CC1=2)=O. Given the product [CH3:8][C:3]([CH3:9])([CH:2]=[O:1])[C:4]([O:6][CH3:7])=[O:5], predict the reactants needed to synthesize it. (2) Given the product [NH2:40][C@@H:41]1[CH2:46][CH2:45][CH2:44][N:43]([C:9]2[N:8]([CH2:1][C:2]3[CH:7]=[CH:6][CH:5]=[CH:4][CH:3]=3)[C:16]3[C:15](=[O:17])[N:14]([CH2:18][C:19]([C:21]4[CH:26]=[CH:25][CH:24]=[C:23]([O:27][CH3:28])[CH:22]=4)=[O:20])[C:13](=[O:29])[N:12]([CH3:30])[C:11]=3[C:10]=2[C:31]#[N:32])[CH2:42]1, predict the reactants needed to synthesize it. The reactants are: [CH2:1]([N:8]1[C:16]2[C:15](=[O:17])[N:14]([CH2:18][C:19]([C:21]3[CH:26]=[CH:25][CH:24]=[C:23]([O:27][CH3:28])[CH:22]=3)=[O:20])[C:13](=[O:29])[N:12]([CH3:30])[C:11]=2[C:10]([C:31]#[N:32])=[C:9]1Br)[C:2]1[CH:7]=[CH:6][CH:5]=[CH:4][CH:3]=1.C(OC(=O)[NH:40][C@@H:41]1[CH2:46][CH2:45][CH2:44][NH:43][CH2:42]1)(C)(C)C.C(O)(C(F)(F)F)=O.C(Cl)Cl. (3) Given the product [S:16]1[CH2:15][CH2:14][CH2:13][S:17][CH:1]1[C:3]1[CH:12]=[CH:11][C:6]([C:7]([O:9][CH3:10])=[O:8])=[CH:5][CH:4]=1, predict the reactants needed to synthesize it. The reactants are: [CH:1]([C:3]1[CH:12]=[CH:11][C:6]([C:7]([O:9][CH3:10])=[O:8])=[CH:5][CH:4]=1)=O.[CH2:13]([SH:17])[CH2:14][CH2:15][SH:16].B(F)(F)F.CCOCC. (4) Given the product [N:21]([CH2:13][C@H:11]1[O:10][C:9](=[O:15])[N:8]([CH2:1][C:2]2[CH:7]=[CH:6][CH:5]=[CH:4][CH:3]=2)[CH2:12]1)=[N+:22]=[N-:23], predict the reactants needed to synthesize it. The reactants are: [CH2:1]([N:8]1[CH2:12][CH:11]([CH2:13]Cl)[O:10][C:9]1=[O:15])[C:2]1[CH:7]=[CH:6][CH:5]=[CH:4][CH:3]=1.CN(C)C=O.[N-:21]=[N+:22]=[N-:23].[Na+].